This data is from TCR-epitope binding with 47,182 pairs between 192 epitopes and 23,139 TCRs. The task is: Binary Classification. Given a T-cell receptor sequence (or CDR3 region) and an epitope sequence, predict whether binding occurs between them. (1) The epitope is TPQDLNTML. The TCR CDR3 sequence is CASSLLGGELFF. Result: 0 (the TCR does not bind to the epitope). (2) The epitope is KRWIILGLNK. The TCR CDR3 sequence is CASRGLTGIGAFF. Result: 0 (the TCR does not bind to the epitope). (3) The epitope is GTSGSPIIDK. The TCR CDR3 sequence is CSALGTGGFVTDTQYF. Result: 0 (the TCR does not bind to the epitope). (4) The epitope is YIFFASFYY. The TCR CDR3 sequence is CASSDLGFSVGGYTF. Result: 1 (the TCR binds to the epitope). (5) The epitope is VLQAVGACV. The TCR CDR3 sequence is CASSFVAGASYEQYF. Result: 1 (the TCR binds to the epitope). (6) The TCR CDR3 sequence is CASSQEPRLAGGPSYEQYF. The epitope is KLMNIQQKL. Result: 0 (the TCR does not bind to the epitope). (7) The epitope is YFPLQSYGF. The TCR CDR3 sequence is CSVWVAGENTEAFF. Result: 0 (the TCR does not bind to the epitope).